This data is from Full USPTO retrosynthesis dataset with 1.9M reactions from patents (1976-2016). The task is: Predict the reactants needed to synthesize the given product. (1) Given the product [C:10]([O:13][C:14](=[O:15])[NH:1][C:2]1[CH:7]=[CH:6][CH:5]=[C:4]([SH:8])[CH:3]=1)([CH3:12])([CH3:11])[CH3:9], predict the reactants needed to synthesize it. The reactants are: [NH2:1][C:2]1[CH:3]=[C:4]([SH:8])[CH:5]=[CH:6][CH:7]=1.[CH3:9][C:10]([O:13][C:14](O[C:14]([O:13][C:10]([CH3:12])([CH3:11])[CH3:9])=[O:15])=[O:15])([CH3:12])[CH3:11].C([O-])(O)=O.[Na+]. (2) Given the product [C:30]([O:28][C:27]([C@@H:9]1[CH2:10][C@H:11]([NH:13][C:14]([C:16]2[CH:25]=[CH:24][C:23]3[C:18](=[CH:19][CH:20]=[CH:21][CH:22]=3)[C:17]=2[OH:26])=[O:15])[CH2:12][N:8]1[CH2:7][CH:1]1[CH2:6][CH2:5][CH2:4][CH2:3][CH2:2]1)=[O:29])([CH3:33])([CH3:32])[CH3:31], predict the reactants needed to synthesize it. The reactants are: [CH:1]1([CH2:7][N:8]2[CH2:12][C@@H:11]([NH:13][C:14]([C:16]3[CH:25]=[CH:24][C:23]4[C:18](=[CH:19][CH:20]=[CH:21][CH:22]=4)[C:17]=3[OH:26])=[O:15])[CH2:10][C@H:9]2[C:27]([OH:29])=[O:28])[CH2:6][CH2:5][CH2:4][CH2:3][CH2:2]1.[C:30](OC(=N)C(Cl)(Cl)Cl)([CH3:33])([CH3:32])[CH3:31].B(F)(F)F.CCOCC. (3) Given the product [ClH:1].[ClH:1].[OH:64][C@H:61]1[CH2:62][CH2:63][N:58]([C@@H:56]([CH3:55])[CH2:13][N:14]2[CH2:15][CH2:16][CH:17]([NH:20][C:21]([C:23]3[NH:24][C:25]4[C:30]([CH:31]=3)=[C:29]([O:32][CH2:33][C:34]3[C:38]5[CH:39]=[C:40]([CH3:44])[C:41]([CH3:43])=[CH:42][C:37]=5[O:36][CH:35]=3)[CH:28]=[CH:27][CH:26]=4)=[O:22])[CH2:18][CH2:19]2)[CH2:59][C@@H:60]1[CH3:65], predict the reactants needed to synthesize it. The reactants are: [ClH:1].Cl.[C@H]1([CH2:13][N:14]2[CH2:19][CH2:18][CH:17]([NH:20][C:21]([C:23]3[NH:24][C:25]4[C:30]([CH:31]=3)=[C:29]([O:32][CH2:33][C:34]3[C:38]5[CH:39]=[C:40]([CH3:44])[C:41]([CH3:43])=[CH:42][C:37]=5[O:36][CH:35]=3)[CH:28]=[CH:27][CH:26]=4)=[O:22])[CH2:16][CH2:15]2)[C@@H]2N(CCCC2)CCC1.Cl.Cl.Cl.NC1CCN([CH2:55][C@@H:56]([N:58]2[CH2:63][CH2:62][C@H:61]([OH:64])[C@@H:60]([CH3:65])[CH2:59]2)C)CC1. (4) Given the product [F:1][C:2]1[C:3]2[O:28][N:27]=[C:26]([N:29]3[CH:33]=[C:32]([C:34]([NH:38][CH3:37])=[O:35])[CH:31]=[N:30]3)[C:4]=2[CH:5]=[C:6]2[C:19]=1[N:18]1[CH2:20][C@@H:21]([CH3:25])[O:22][C@@H:23]([CH3:24])[C@@H:17]1[C:8]1([C:9](=[O:16])[NH:10][C:11](=[O:15])[NH:12][C:13]1=[O:14])[CH2:7]2, predict the reactants needed to synthesize it. The reactants are: [F:1][C:2]1[C:3]2[O:28][N:27]=[C:26]([N:29]3[CH:33]=[C:32]([C:34](O)=[O:35])[CH:31]=[N:30]3)[C:4]=2[CH:5]=[C:6]2[C:19]=1[N:18]1[CH2:20][C@@H:21]([CH3:25])[O:22][C@@H:23]([CH3:24])[C@@H:17]1[C:8]1([C:13](=[O:14])[NH:12][C:11](=[O:15])[NH:10][C:9]1=[O:16])[CH2:7]2.[CH3:37][NH2:38]. (5) Given the product [ClH:1].[Cl:1][C:2]1[CH:7]=[CH:6][CH:5]=[CH:4][C:3]=1[S:8]([N:16]([CH2:17][CH2:18][CH2:19][N:20]1[CH2:30][CH2:29][C:28]2[C:31]3[CH:21]1[CH2:22][CH2:23][C:24]=3[C:25]([O:34][CH3:35])=[C:26]([O:32][CH3:33])[CH:27]=2)[CH2:14][CH3:15])(=[O:10])=[O:9], predict the reactants needed to synthesize it. The reactants are: [Cl:1][C:2]1[CH:7]=[CH:6][CH:5]=[CH:4][C:3]=1[S:8](Cl)(=[O:10])=[O:9].Cl.Cl.[CH2:14]([NH:16][CH2:17][CH2:18][CH2:19][N:20]1[CH2:30][CH2:29][C:28]2[C:31]3[CH:21]1[CH2:22][CH2:23][C:24]=3[C:25]([O:34][CH3:35])=[C:26]([O:32][CH3:33])[CH:27]=2)[CH3:15].CCN(C(C)C)C(C)C. (6) Given the product [F:1][C:2]1[CH:7]=[CH:6][C:5]([C:8]2[CH:9]=[C:10]([C:12]3[S:13][CH:14]=[CH:15][CH:16]=3)[NH:38][C:36](=[S:37])[C:35]=2[C:33]#[N:34])=[CH:4][CH:3]=1, predict the reactants needed to synthesize it. The reactants are: [F:1][C:2]1[CH:7]=[CH:6][C:5](/[CH:8]=[CH:9]/[C:10]([C:12]2[S:13][CH:14]=[CH:15][CH:16]=2)=O)=[CH:4][CH:3]=1.C1(C=CC(C2C=CC=CC=2)=O)C=CC=CC=1.[C:33]([CH2:35][C:36]([NH2:38])=[S:37])#[N:34]. (7) Given the product [C:21]([OH:22])(=[O:10])[CH:16]=[CH2:19].[C:21]([OH:22])(=[O:10])[CH:16]=[CH2:19].[C:21]([OH:22])(=[O:10])[CH:16]=[CH2:19].[CH2:14]([C:16]([CH2:21][OH:22])([CH2:19][OH:20])[CH2:17][CH3:18])[OH:15], predict the reactants needed to synthesize it. The reactants are: CC1C(N=C=O)=CC(N=C=[O:10])=CC=1.[CH2:14]([C:16]([CH2:21][OH:22])([CH2:19][OH:20])[CH2:17][CH3:18])[OH:15].